This data is from Reaction yield outcomes from USPTO patents with 853,638 reactions. The task is: Predict the reaction yield, written as a fraction of the theoretical maximum amount of product (1.0 means a 100% yield; for example, 0.34 means a 34% yield). (1) The reactants are [C:1]([C:3]([CH:10]1[CH2:15][CH2:14][CH2:13][CH2:12][CH2:11]1)([CH3:9])[C:4]([O:6][CH2:7][CH3:8])=[O:5])#[N:2].[BH4-].[Na+].[CH3:18][C:19]([O:22][C:23](O[C:23]([O:22][C:19]([CH3:21])([CH3:20])[CH3:18])=[O:24])=[O:24])([CH3:21])[CH3:20]. The catalyst is C(O)C.Cl[Ni]Cl. The product is [C:19]([O:22][C:23]([NH:2][CH2:1][C:3]([CH:10]1[CH2:11][CH2:12][CH2:13][CH2:14][CH2:15]1)([CH3:9])[C:4]([O:6][CH2:7][CH3:8])=[O:5])=[O:24])([CH3:21])([CH3:20])[CH3:18]. The yield is 0.750. (2) The reactants are [O:1]1[CH:5]=[CH:4][CH:3]=[C:2]1[C:6]1[N:10]([C:11]2[CH:16]=[CH:15][C:14]([O:17][CH3:18])=[CH:13][CH:12]=2)[N:9]=[C:8]([C:19]([O:21]C(C)(C)C)=[O:20])[CH:7]=1.FC(F)(F)C(O)=O. The catalyst is ClCCl. The product is [O:1]1[CH:5]=[CH:4][CH:3]=[C:2]1[C:6]1[N:10]([C:11]2[CH:12]=[CH:13][C:14]([O:17][CH3:18])=[CH:15][CH:16]=2)[N:9]=[C:8]([C:19]([OH:21])=[O:20])[CH:7]=1. The yield is 0.960.